This data is from Full USPTO retrosynthesis dataset with 1.9M reactions from patents (1976-2016). The task is: Predict the reactants needed to synthesize the given product. (1) Given the product [Cl:1][C:2]1[C:7]2[N:8]=[C:9]([CH2:12][O:13][CH2:14][CH3:15])[N:10]([N:11]=[CH:21][CH2:22][CH2:23][NH:24][C:25](=[O:27])[O:26][C:31]([CH3:41])([CH3:36])[CH3:32])[C:6]=2[C:5]([CH3:16])=[C:4]([CH3:17])[N:3]=1, predict the reactants needed to synthesize it. The reactants are: [Cl:1][C:2]1[C:7]2[N:8]=[C:9]([CH2:12][O:13][CH2:14][CH3:15])[N:10]([NH2:11])[C:6]=2[C:5]([CH3:16])=[C:4]([CH3:17])[N:3]=1.C(O[CH:21](OCC)[CH2:22][CH2:23][NH:24][C:25](=[O:27])[OH:26])C.[C:31]1([CH3:41])[CH:36]=CC(S([O-])(=O)=O)=C[CH:32]=1.[NH+]1C=CC=CC=1.C(NN1C2C(C)=C(C)N=C(Cl)C=2N=C1COCC)(C)(C)C. (2) Given the product [ClH:36].[C:22]([O:20][C:14]1([CH:5]([C:6]2[CH:11]=[CH:10][C:9]([O:12][CH3:13])=[CH:8][CH:7]=2)[CH2:4][N:3]([CH3:2])[CH3:21])[CH2:15][CH2:16][CH2:17][CH2:18][CH2:19]1)(=[O:35])[CH2:23][CH2:24][CH2:25][CH2:26][CH2:27][CH2:28][CH2:29][CH2:30][CH2:31][CH2:32][CH2:33][CH3:34], predict the reactants needed to synthesize it. The reactants are: Cl.[CH3:2][N:3]([CH3:21])[CH2:4][CH:5]([C:14]1([OH:20])[CH2:19][CH2:18][CH2:17][CH2:16][CH2:15]1)[C:6]1[CH:11]=[CH:10][C:9]([O:12][CH3:13])=[CH:8][CH:7]=1.[C:22]([Cl:36])(=[O:35])[CH2:23][CH2:24][CH2:25][CH2:26][CH2:27][CH2:28][CH2:29][CH2:30][CH2:31][CH2:32][CH2:33][CH3:34].C(N(CC)CC)C.C1COCC1.